The task is: Predict the product of the given reaction.. This data is from Forward reaction prediction with 1.9M reactions from USPTO patents (1976-2016). (1) Given the reactants [O:1]1[CH:5]=[CH:4][C:3]2[CH:6]=[C:7]([C:10]([OH:12])=O)[CH:8]=[CH:9][C:2]1=2.[N+:13]([CH2:15][C:16]([O:18][CH3:19])=[O:17])#[C-:14].P(C#N)(OCC)(OCC)=O.C(N(CC)CC)C, predict the reaction product. The product is: [O:1]1[CH:5]=[CH:4][C:3]2[CH:6]=[C:7]([C:10]3[O:12][CH:14]=[N:13][C:15]=3[C:16]([O:18][CH3:19])=[O:17])[CH:8]=[CH:9][C:2]1=2. (2) The product is: [CH3:1][O:2][C:3]1[C:4]([CH2:17][CH2:18][CH:19]([CH3:21])[CH3:20])([C:13]([O:15][CH3:16])=[O:14])[C:5]2[C:10]([C:11](=[O:23])[CH:12]=1)=[CH:9][CH:8]=[CH:7][CH:6]=2. Given the reactants [CH3:1][O:2][C:3]1[C:4]([CH2:17][CH2:18][CH:19]([CH3:21])[CH3:20])([C:13]([O:15][CH3:16])=[O:14])[C:5]2[C:10]([CH2:11][CH:12]=1)=[CH:9][CH:8]=[CH:7][CH:6]=2.[Cr](O[Cr]([O-])(=O)=O)([O-])(=O)=[O:23].[NH+]1C=CC=CC=1.[NH+]1C=CC=CC=1, predict the reaction product. (3) Given the reactants [I-].[CH3:2][P+](C1C=CC=CC=1)(C1C=CC=CC=1)C1C=CC=CC=1.[Si:22]([O:29][CH2:30][CH2:31][O:32][C:33]1[CH:40]=[CH:39][C:36]([CH:37]=O)=[CH:35][CH:34]=1)([C:25]([CH3:28])([CH3:27])[CH3:26])([CH3:24])[CH3:23], predict the reaction product. The product is: [C:25]([Si:22]([CH3:24])([CH3:23])[O:29][CH2:30][CH2:31][O:32][C:33]1[CH:40]=[CH:39][C:36]([CH:37]=[CH2:2])=[CH:35][CH:34]=1)([CH3:28])([CH3:27])[CH3:26]. (4) Given the reactants [Br:1][C:2]1[C:3]([O:19]COC)=[C:4]([CH3:18])[C:5]2[C:10]([CH:11]=1)=[C:9]([CH3:12])[C:8]([O:13]COC)=[C:7]([Br:17])[CH:6]=2.Cl.O, predict the reaction product. The product is: [Br:1][C:2]1[C:3]([OH:19])=[C:4]([CH3:18])[C:5]2[C:10]([CH:11]=1)=[C:9]([CH3:12])[C:8]([OH:13])=[C:7]([Br:17])[CH:6]=2. (5) Given the reactants [CH:1]([C:4]1[CH:9]=[CH:8][CH:7]=[CH:6][C:5]=1[OH:10])([CH3:3])[CH3:2].[C:11]1(=O)[O:16][C:14](=[O:15])[C:13]2=[CH:17][CH:18]=[CH:19][CH:20]=[C:12]12, predict the reaction product. The product is: [OH:10][C:5]1[CH:6]=[CH:7][C:8]([C:11]2([C:8]3[CH:7]=[CH:6][C:5]([OH:10])=[C:4]([CH:1]([CH3:3])[CH3:2])[CH:9]=3)[C:12]3[C:13](=[CH:17][CH:18]=[CH:19][CH:20]=3)[C:14](=[O:15])[O:16]2)=[CH:9][C:4]=1[CH:1]([CH3:3])[CH3:2]. (6) Given the reactants Br[C:2]1[CH:3]=[C:4]2[C:8]3=[C:9]([CH2:11][CH2:12][N:7]3[C@H:6]3[CH2:13][CH2:14][N:15]([C:17]([O:19][C:20]([CH3:23])([CH3:22])[CH3:21])=[O:18])[CH2:16][C@@H:5]23)[CH:10]=1.[CH:24]([O:27][C:28]1[CH:33]=[CH:32][C:31](B(O)O)=[C:30]([C:37]([F:40])([F:39])[F:38])[CH:29]=1)([CH3:26])[CH3:25], predict the reaction product. The product is: [CH:24]([O:27][C:28]1[CH:33]=[CH:32][C:31]([C:2]2[CH:3]=[C:4]3[C:8]4=[C:9]([CH2:11][CH2:12][N:7]4[C@H:6]4[CH2:13][CH2:14][N:15]([C:17]([O:19][C:20]([CH3:23])([CH3:22])[CH3:21])=[O:18])[CH2:16][C@@H:5]34)[CH:10]=2)=[C:30]([C:37]([F:38])([F:39])[F:40])[CH:29]=1)([CH3:26])[CH3:25].